This data is from Full USPTO retrosynthesis dataset with 1.9M reactions from patents (1976-2016). The task is: Predict the reactants needed to synthesize the given product. (1) Given the product [F:1][C:2]1[CH:7]=[CH:6][CH:5]=[CH:4][C:3]=1[CH2:8][C:9](=[O:11])[CH:26]([CH3:25])[C:27]([O:29][CH2:30][CH3:31])=[O:28], predict the reactants needed to synthesize it. The reactants are: [F:1][C:2]1[CH:7]=[CH:6][CH:5]=[CH:4][C:3]=1[CH2:8][C:9]([OH:11])=O.C(N1C=CN=C1)(N1C=CN=C1)=O.[K+].[CH3:25][CH:26](C([O-])=O)[C:27]([O:29][CH2:30][CH3:31])=[O:28].[Cl-].[Mg+2].[Cl-]. (2) Given the product [F:1][C:2]1[CH:7]=[CH:6][CH:5]=[C:4]([F:8])[C:3]=1[C:9]1[O:10][C:11]([C:17]2[CH:18]=[CH:19][C:20]([N:23]3[CH2:24][CH2:25][N:26]([CH3:31])[CH2:27][CH2:28]3)=[CH:21][CH:22]=2)=[C:12]([C:14]([NH2:16])=[O:15])[N:13]=1, predict the reactants needed to synthesize it. The reactants are: [F:1][C:2]1[CH:7]=[CH:6][CH:5]=[C:4]([F:8])[C:3]=1[C:9]1[O:10][C:11]([C:17]2[CH:22]=[CH:21][C:20]([N:23]3[CH2:28][CH2:27][NH:26][CH2:25][CH2:24]3)=[CH:19][CH:18]=2)=[C:12]([C:14]([NH2:16])=[O:15])[N:13]=1.C=O.[C:31](O[BH-](OC(=O)C)OC(=O)C)(=O)C.[Na+]. (3) Given the product [N:33]1([C:2]2[N:7]=[C:6]3[S:8][C:9]([NH:11][C:12]4[CH:17]=[C:16]([CH2:18][C:19]5[CH:24]=[CH:23][CH:22]=[CH:21][CH:20]=5)[N:15]=[C:14]([NH:25][C@H:26]5[CH2:31][CH2:30][C@H:29]([OH:32])[CH2:28][CH2:27]5)[N:13]=4)=[N:10][C:5]3=[CH:4][CH:3]=2)[CH2:38][CH2:37][O:36][CH2:35][CH2:34]1, predict the reactants needed to synthesize it. The reactants are: Cl[C:2]1[N:7]=[C:6]2[S:8][C:9]([NH:11][C:12]3[CH:17]=[C:16]([CH2:18][C:19]4[CH:24]=[CH:23][CH:22]=[CH:21][CH:20]=4)[N:15]=[C:14]([NH:25][C@H:26]4[CH2:31][CH2:30][C@H:29]([OH:32])[CH2:28][CH2:27]4)[N:13]=3)=[N:10][C:5]2=[CH:4][CH:3]=1.[NH:33]1[CH2:38][CH2:37][O:36][CH2:35][CH2:34]1. (4) Given the product [C:16]([O:8][C:5]1[CH:4]=[CH:3][C:2]([Br:1])=[CH:7][N:6]=1)(=[O:18])[CH3:17], predict the reactants needed to synthesize it. The reactants are: [Br:1][C:2]1[CH:3]=[CH:4][C:5]([OH:8])=[N:6][CH:7]=1.C(N(CC)CC)C.[C:16](Cl)(=[O:18])[CH3:17]. (5) Given the product [F:16][C:17]1[CH:18]=[C:19]([CH:20]=[C:21]([O:23][C:24]2[CH:29]=[CH:28][C:27]([C:30]([F:33])([F:31])[F:32])=[CH:26][N:25]=2)[CH:22]=1)[CH:2]=[C:3]1[CH2:8][CH2:7][N:6]([C:9]([O:11][C:12]([CH3:15])([CH3:14])[CH3:13])=[O:10])[CH2:5][CH2:4]1, predict the reactants needed to synthesize it. The reactants are: Br[CH:2]=[C:3]1[CH2:8][CH2:7][N:6]([C:9]([O:11][C:12]([CH3:15])([CH3:14])[CH3:13])=[O:10])[CH2:5][CH2:4]1.[F:16][C:17]1[CH:18]=[C:19](B(O)O)[CH:20]=[C:21]([O:23][C:24]2[CH:29]=[CH:28][C:27]([C:30]([F:33])([F:32])[F:31])=[CH:26][N:25]=2)[CH:22]=1.P([O-])([O-])([O-])=O.[K+].[K+].[K+].O. (6) The reactants are: C(=O)([O-])[O-].[Na+].[Na+].[O:7]([C:14]1[CH:19]=[CH:18][C:17](B(O)O)=[CH:16][CH:15]=1)[C:8]1[CH:13]=[CH:12][CH:11]=[CH:10][CH:9]=1.Br[C:24]1[C:29]2=[N:30][S:31](=[O:35])(=[O:34])[CH2:32][CH2:33][N:28]2[CH:27]=[CH:26][CH:25]=1. Given the product [O:7]([C:14]1[CH:19]=[CH:18][C:17]([C:24]2[C:29]3=[N:30][S:31](=[O:35])(=[O:34])[CH2:32][CH2:33][N:28]3[CH:27]=[CH:26][CH:25]=2)=[CH:16][CH:15]=1)[C:8]1[CH:13]=[CH:12][CH:11]=[CH:10][CH:9]=1, predict the reactants needed to synthesize it. (7) Given the product [CH3:1][N:2]([CH3:34])[C@@H:3]1[CH2:7][CH2:6][N:5]([C:8]2[CH:13]=[CH:12][C:11]([N:14]3[CH2:23][CH2:22][C:21]4[C:16](=[CH:17][CH:18]=[C:19]([N:40]5[CH2:41][CH2:42][CH:37]([O:36][CH3:35])[CH2:38][CH2:39]5)[CH:20]=4)[C:15]3=[O:32])=[CH:10][C:9]=2[F:33])[CH2:4]1, predict the reactants needed to synthesize it. The reactants are: [CH3:1][N:2]([CH3:34])[C@@H:3]1[CH2:7][CH2:6][N:5]([C:8]2[CH:13]=[CH:12][C:11]([N:14]3[CH2:23][CH2:22][C:21]4[C:16](=[CH:17][CH:18]=[C:19](OS(C(F)(F)F)(=O)=O)[CH:20]=4)[C:15]3=[O:32])=[CH:10][C:9]=2[F:33])[CH2:4]1.[CH3:35][O:36][CH:37]1[CH2:42][CH2:41][NH:40][CH2:39][CH2:38]1. (8) Given the product [OH:1][CH2:2][C:3]1[C:4]([S:32]([CH3:35])(=[O:33])=[O:34])=[CH:5][C:6]2[N:10]3[CH2:11][CH2:12][N:13]([C:18]4[N:23]=[C:22]([C:24]([F:25])([F:27])[F:26])[C:21]([C:28]([NH2:37])=[O:30])=[CH:20][N:19]=4)[C@H:14]([CH:15]([CH3:16])[CH3:17])[C:9]3=[N:8][C:7]=2[CH:31]=1.[OH:1][CH2:2][C:3]1[C:4]([S:32]([CH3:35])(=[O:33])=[O:34])=[CH:5][C:6]2[N:10]3[CH2:11][CH2:12][N:13]([C:18]4[N:23]=[C:22]([C:24]([F:25])([F:27])[F:26])[C:21]([C:28]([NH2:62])=[O:30])=[CH:20][N:19]=4)[C@@H:14]([CH:15]([CH3:16])[CH3:17])[C:9]3=[N:8][C:7]=2[CH:31]=1, predict the reactants needed to synthesize it. The reactants are: [OH:1][CH2:2][C:3]1[C:4]([S:32]([CH3:35])(=[O:34])=[O:33])=[CH:5][C:6]2[N:10]3[CH2:11][CH2:12][N:13]([C:18]4[N:23]=[C:22]([C:24]([F:27])([F:26])[F:25])[C:21]([C:28]([OH:30])=O)=[CH:20][N:19]=4)[C@H:14]([CH:15]([CH3:17])[CH3:16])[C:9]3=[N:8][C:7]=2[CH:31]=1.C[N:37](C(ON1N=NC2C=CC=NC1=2)=[N+](C)C)C.F[P-](F)(F)(F)(F)F.CC[N:62](CC)CC.[NH4+].[Cl-].